Dataset: Catalyst prediction with 721,799 reactions and 888 catalyst types from USPTO. Task: Predict which catalyst facilitates the given reaction. (1) Reactant: [F:1][C:2]([F:13])([F:12])[C:3]1[N:8]=[CH:7][C:6]([CH2:9][C:10]#[N:11])=[CH:5][CH:4]=1.C1COCC1.C[Si]([N-][Si](C)(C)C)(C)C.[Na+].[O:29]1[CH2:34][CH2:33][C:32](=[O:35])[CH2:31][CH2:30]1.[NH4+].[Cl-]. Product: [OH:35][C:32]1([CH:9]([C:6]2[CH:7]=[N:8][C:3]([C:2]([F:12])([F:1])[F:13])=[CH:4][CH:5]=2)[C:10]#[N:11])[CH2:33][CH2:34][O:29][CH2:30][CH2:31]1. The catalyst class is: 11. (2) Reactant: [CH3:1][N:2]1[CH2:18][CH2:17][C:5]2[NH:6][C:7]3[CH:8]=[CH:9][C:10]([C:13]([F:16])([F:15])[F:14])=[CH:11][C:12]=3[C:4]=2[CH2:3]1.[H-].[Na+].[O:21]1[CH2:23][CH:22]1[C:24]1[CH:29]=[CH:28][N:27]=[CH:26][CH:25]=1.O. Product: [CH3:1][N:2]1[CH2:18][CH2:17][C:5]2[N:6]([CH2:23][CH:22]([C:24]3[CH:29]=[CH:28][N:27]=[CH:26][CH:25]=3)[OH:21])[C:7]3[CH:8]=[CH:9][C:10]([C:13]([F:16])([F:15])[F:14])=[CH:11][C:12]=3[C:4]=2[CH2:3]1. The catalyst class is: 3. (3) Product: [Br:3][C:4]1[CH:5]=[CH:6][C:7]([O:17][CH3:18])=[C:8]([CH:16]=1)[CH2:9][C@H:10]1[CH2:14][O:13][C:12](=[O:15])[N:11]1[CH2:19][CH2:20][CH3:21]. Reactant: [H-].[Na+].[Br:3][C:4]1[CH:5]=[CH:6][C:7]([O:17][CH3:18])=[C:8]([CH:16]=1)[CH2:9][C@H:10]1[CH2:14][O:13][C:12](=[O:15])[NH:11]1.[CH3:19][CH2:20][CH2:21]Br. The catalyst class is: 18.